From a dataset of Reaction yield outcomes from USPTO patents with 853,638 reactions. Predict the reaction yield, written as a fraction of the theoretical maximum amount of product (1.0 means a 100% yield; for example, 0.34 means a 34% yield). (1) The reactants are [F:1][C:2]1[CH:3]=[CH:4][C:5]([N+:11]([O-:13])=[O:12])=[C:6]([CH:10]=1)[C:7]([OH:9])=O.[NH2:14][C:15]1[CH:20]=[CH:19][C:18]([Br:21])=[CH:17][N:16]=1.P(Cl)(Cl)(Cl)=O. The catalyst is N1C=CC=CC=1. The product is [Br:21][C:18]1[CH:19]=[CH:20][C:15]([NH:14][C:7]([C:6]2[CH:10]=[C:2]([F:1])[CH:3]=[CH:4][C:5]=2[N+:11]([O-:13])=[O:12])=[O:9])=[N:16][CH:17]=1. The yield is 0.680. (2) The reactants are [Cl:1][C:2]1[CH:3]=[C:4]2[NH:11][C@@H:10]([CH3:12])[CH2:9][N:5]2[C:6](=[O:8])[N:7]=1.[C:13](O[C:13]([O:15][C:16]([CH3:19])([CH3:18])[CH3:17])=[O:14])([O:15][C:16]([CH3:19])([CH3:18])[CH3:17])=[O:14]. The catalyst is C(Cl)Cl.CN(C1C=CN=CC=1)C. The product is [Cl:1][C:2]1[CH:3]=[C:4]2[N:11]([C:13]([O:15][C:16]([CH3:19])([CH3:18])[CH3:17])=[O:14])[C@@H:10]([CH3:12])[CH2:9][N:5]2[C:6](=[O:8])[N:7]=1. The yield is 0.531. (3) No catalyst specified. The product is [N:1]1[N:2]([CH2:10][CH2:11][C:12]#[C:13][C:14]2[N:19]=[C:18]([NH:20][CH:21]=[O:22])[CH:17]=[CH:16][CH:15]=2)[N:3]=[C:4]2[CH:9]=[CH:8][CH:7]=[CH:6][C:5]=12. The yield is 0.320. The reactants are [N:1]1[N:2]([CH2:10][CH2:11][C:12]#[C:13][C:14]2[N:19]=[C:18]([NH2:20])[CH:17]=[CH:16][CH:15]=2)[N:3]=[C:4]2[CH:9]=[CH:8][CH:7]=[CH:6][C:5]=12.[CH:21](O)=[O:22]. (4) The product is [F:23][C:20]1[CH:21]=[CH:22][C:17]([O:16][C:13]2[CH:14]=[CH:15][C:10]([CH2:9][CH2:8][NH2:7])=[CH:11][CH:12]=2)=[CH:18][CH:19]=1. The yield is 0.940. The reactants are C(OC(=O)[NH:7][CH2:8][CH2:9][C:10]1[CH:15]=[CH:14][C:13]([O:16][C:17]2[CH:22]=[CH:21][C:20]([F:23])=[CH:19][CH:18]=2)=[CH:12][CH:11]=1)(C)(C)C.C(O)(C(F)(F)F)=O. The catalyst is ClCCl.C([O-])(O)=O.[Na+]. (5) The reactants are Cl[C:2]1[CH:22]=[CH:21][C:5]([C:6]([O:8][CH2:9][CH2:10][O:11][CH2:12][CH2:13][C:14]([O:16][C:17]([CH3:20])([CH3:19])[CH3:18])=[O:15])=[O:7])=[CH:4][C:3]=1[N+:23]([O-:25])=[O:24].C([O-])([O-])=O.[K+].[K+].[CH:32]1([NH2:38])[CH2:37][CH2:36][CH2:35][CH2:34][CH2:33]1. No catalyst specified. The product is [CH:32]1([NH:38][C:2]2[CH:22]=[CH:21][C:5]([C:6]([O:8][CH2:9][CH2:10][O:11][CH2:12][CH2:13][C:14]([O:16][C:17]([CH3:20])([CH3:19])[CH3:18])=[O:15])=[O:7])=[CH:4][C:3]=2[N+:23]([O-:25])=[O:24])[CH2:37][CH2:36][CH2:35][CH2:34][CH2:33]1. The yield is 0.710. (6) The reactants are [CH2:1]([C:5]1[N:10]=[C:9]([CH2:11][CH2:12][O:13]C)[N:8]([C:15]2[CH:16]=[CH:17][C:18]3[O:22][CH2:21][CH2:20][C:19]=3[CH:23]=2)[C:7](=[O:24])[C:6]=1[CH2:25][C:26]1[CH:31]=[CH:30][C:29]([C:32]2[CH:37]=[CH:36][CH:35]=[CH:34][C:33]=2[C:38]2[NH:42][C:41](=[O:43])[O:40][N:39]=2)=[CH:28][CH:27]=1)[CH2:2][CH2:3][CH3:4].CC(=O)CC.Cl. The catalyst is O. The product is [CH2:1]([C:5]1[N:10]=[C:9]([CH2:11][CH2:12][OH:13])[N:8]([C:15]2[CH:16]=[CH:17][C:18]3[O:22][CH2:21][CH2:20][C:19]=3[CH:23]=2)[C:7](=[O:24])[C:6]=1[CH2:25][C:26]1[CH:31]=[CH:30][C:29]([C:32]2[CH:37]=[CH:36][CH:35]=[CH:34][C:33]=2[C:38]2[NH:42][C:41](=[O:43])[O:40][N:39]=2)=[CH:28][CH:27]=1)[CH2:2][CH2:3][CH3:4]. The yield is 0.590.